Dataset: Forward reaction prediction with 1.9M reactions from USPTO patents (1976-2016). Task: Predict the product of the given reaction. Given the reactants [Cl:1][C:2]1[CH:7]=[CH:6][C:5]([C@@H:8]2[O:13][C@H:12]([CH2:14][O:15]S(C3C=CC(C)=CC=3)(=O)=O)[C@@H:11]([OH:26])[C@H:10]([OH:27])[C@H:9]2[OH:28])=[CH:4][C:3]=1[CH2:29][C:30]1[CH:35]=[CH:34][C:33]([O:36][CH2:37][CH3:38])=[CH:32][CH:31]=1.OC[C:41]1[CH:42]=[C:43]([CH:47]=[CH:48][CH:49]=1)[C:44]([O-:46])=[O:45].[C:50](=O)([O-])[O-].[K+].[K+], predict the reaction product. The product is: [CH3:50][O:46][C:44](=[O:45])[C:43]1[CH:47]=[CH:48][CH:49]=[C:41]([O:15][CH2:14][C@@H:12]2[C@@H:11]([OH:26])[C@H:10]([OH:27])[C@@H:9]([OH:28])[C@H:8]([C:5]3[CH:6]=[CH:7][C:2]([Cl:1])=[C:3]([CH2:29][C:30]4[CH:35]=[CH:34][C:33]([O:36][CH2:37][CH3:38])=[CH:32][CH:31]=4)[CH:4]=3)[O:13]2)[CH:42]=1.